This data is from Peptide-MHC class II binding affinity with 134,281 pairs from IEDB. The task is: Regression. Given a peptide amino acid sequence and an MHC pseudo amino acid sequence, predict their binding affinity value. This is MHC class II binding data. (1) The peptide sequence is ADLGYGPATPAAPAA. The MHC is HLA-DQA10104-DQB10503 with pseudo-sequence CNYHEGGGARVAHIMYFGGTHYDVGASRVHVAGI. The binding affinity (normalized) is 0.179. (2) The peptide sequence is EPLQGPFNFRFLTEKGMKNV. The MHC is HLA-DQA10301-DQB10302 with pseudo-sequence HLA-DQA10301-DQB10302. The binding affinity (normalized) is 0.0583. (3) The peptide sequence is VDLAELTDFTLSIKN. The MHC is DRB1_0101 with pseudo-sequence DRB1_0101. The binding affinity (normalized) is 0.389. (4) The peptide sequence is ISEWQPSKGWNDWEN. The MHC is DRB1_0801 with pseudo-sequence DRB1_0801. The binding affinity (normalized) is 0.505. (5) The peptide sequence is LGGGTPIGIISAQVLSEKFTQ. The MHC is DRB1_0101 with pseudo-sequence DRB1_0101. The binding affinity (normalized) is 0.689. (6) The peptide sequence is DGCWYPMEIRPRKTH. The MHC is DRB1_0701 with pseudo-sequence DRB1_0701. The binding affinity (normalized) is 0.380. (7) The peptide sequence is VNPIASTNDDEVLIE. The MHC is DRB4_0103 with pseudo-sequence DRB4_0103. The binding affinity (normalized) is 0.